From a dataset of Full USPTO retrosynthesis dataset with 1.9M reactions from patents (1976-2016). Predict the reactants needed to synthesize the given product. (1) Given the product [Cl:29][C:30]1[CH:35]=[CH:34][C:33]([O:36][CH2:2][C:3]([N:5]2[CH2:10][C@H:9]([CH3:11])[N:8]([CH2:12][C:13]3[CH:18]=[CH:17][C:16]([F:19])=[CH:15][CH:14]=3)[CH2:7][C@H:6]2[CH3:20])=[O:4])=[C:32]([C:37]2[O:41][N:40]=[CH:39][CH:38]=2)[CH:31]=1, predict the reactants needed to synthesize it. The reactants are: Cl[CH2:2][C:3]([N:5]1[CH2:10][CH:9]([CH3:11])[N:8]([CH2:12][C:13]2[CH:18]=[CH:17][C:16]([F:19])=[CH:15][CH:14]=2)[CH2:7][CH:6]1[CH3:20])=[O:4].C(=O)([O-])[O-].[K+].[K+].[I-].[K+].[Cl:29][C:30]1[CH:35]=[CH:34][C:33]([OH:36])=[C:32]([C:37]2[O:41][N:40]=[CH:39][CH:38]=2)[CH:31]=1. (2) Given the product [F:15][C:9]1[CH:10]=[C:11]([F:14])[CH:12]=[CH:13][C:8]=1[C:6]1[C:5]([F:16])=[CH:4][N:3]=[C:2]([NH:17][C:18]2[CH:19]=[C:20]([CH2:28][OH:29])[CH:21]=[C:22]([C:24]([F:25])([F:26])[F:27])[CH:23]=2)[N:7]=1, predict the reactants needed to synthesize it. The reactants are: Cl[C:2]1[N:7]=[C:6]([C:8]2[CH:13]=[CH:12][C:11]([F:14])=[CH:10][C:9]=2[F:15])[C:5]([F:16])=[CH:4][N:3]=1.[NH2:17][C:18]1[CH:19]=[C:20]([CH2:28][OH:29])[CH:21]=[C:22]([C:24]([F:27])([F:26])[F:25])[CH:23]=1.C(O)CCC. (3) Given the product [S:27]1[CH:28]=[C:24]([C:2]2[CH:11]=[CH:10][CH:9]=[C:8]3[C:3]=2[CH2:4][CH2:5][N:6]2[C:16](=[O:17])[CH2:15][NH:14][C:13](=[O:18])[CH:12]=[C:7]23)[N:25]=[CH:26]1, predict the reactants needed to synthesize it. The reactants are: I[C:2]1[CH:11]=[CH:10][CH:9]=[C:8]2[C:3]=1[CH2:4][CH2:5][N:6]1[C:16](=[O:17])[CH2:15][NH:14][C:13](=[O:18])[CH:12]=[C:7]12.C([Sn](CCCC)(CCCC)[C:24]1[N:25]=[CH:26][S:27][CH:28]=1)CCC. (4) Given the product [CH3:1][O:2][C:3](=[O:20])[C:4]([O:7][C:8]1[CH:13]=[C:12]([CH3:14])[C:11]([S:15][CH2:16][CH2:17][CH2:22][Br:21])=[CH:10][C:9]=1[CH3:19])([CH3:6])[CH3:5], predict the reactants needed to synthesize it. The reactants are: [CH3:1][O:2][C:3](=[O:20])[C:4]([O:7][C:8]1[CH:13]=[C:12]([CH3:14])[C:11]([S:15][CH2:16][CH2:17]Br)=[CH:10][C:9]=1[CH3:19])([CH3:6])[CH3:5].[Br:21][CH2:22]CBr. (5) Given the product [OH:8][C:7]([C:1]1[CH:2]=[CH:3][CH:4]=[CH:5][CH:6]=1)([C:21]1[CH:26]=[CH:25][CH:24]=[CH:23][CH:22]=1)[C:9]1[N:13]=[CH:12][N:11]([CH2:14][CH:15]2[CH2:16][CH2:17][N:18]([CH2:28][CH2:29][C:30]3[CH:31]=[CH:32][C:33]([CH2:36][CH2:37][N:38]4[C:46](=[O:47])[C:45]5[C:40](=[CH:41][CH:42]=[CH:43][CH:44]=5)[C:39]4=[O:48])=[CH:34][CH:35]=3)[CH2:19][CH2:20]2)[N:10]=1, predict the reactants needed to synthesize it. The reactants are: [C:1]1([C:7]([C:21]2[CH:26]=[CH:25][CH:24]=[CH:23][CH:22]=2)([C:9]2[N:13]=[CH:12][N:11]([CH2:14][CH:15]3[CH2:20][CH2:19][NH:18][CH2:17][CH2:16]3)[N:10]=2)[OH:8])[CH:6]=[CH:5][CH:4]=[CH:3][CH:2]=1.Br[CH2:28][CH2:29][C:30]1[CH:35]=[CH:34][C:33]([CH2:36][CH2:37][N:38]2[C:46](=[O:47])[C:45]3[C:40](=[CH:41][CH:42]=[CH:43][CH:44]=3)[C:39]2=[O:48])=[CH:32][CH:31]=1. (6) Given the product [CH3:1][C:2]1[CH:7]=[CH:6][CH:5]=[C:4]([CH3:8])[C:3]=1[C:9]1[CH:10]=[C:11]2[C:17]([CH:18]([OH:24])[CH:19]([CH2:20][CH3:21])[CH2:22][CH3:23])=[CH:16][N:15]([C:25]3[N:26]=[N:27][C:28]([O:31][CH:32]([CH3:34])[CH3:33])=[CH:29][CH:30]=3)[C:12]2=[CH:13][N:14]=1, predict the reactants needed to synthesize it. The reactants are: [CH3:1][C:2]1[CH:7]=[CH:6][CH:5]=[C:4]([CH3:8])[C:3]=1[C:9]1[CH:10]=[C:11]2[C:17]([C:18](=[O:24])[CH:19]([CH2:22][CH3:23])[CH2:20][CH3:21])=[CH:16][N:15]([C:25]3[N:26]=[N:27][C:28]([O:31][CH:32]([CH3:34])[CH3:33])=[CH:29][CH:30]=3)[C:12]2=[CH:13][N:14]=1.[BH4-].[Na+]. (7) Given the product [CH:15]([O:18][C:2]1[N:7]=[CH:6][CH:5]=[CH:4][N:3]=1)([CH3:17])[CH3:16], predict the reactants needed to synthesize it. The reactants are: Cl[C:2]1[N:7]=[CH:6][CH:5]=[CH:4][N:3]=1.C(NC(C)C)(C)C.[CH:15]([OH:18])([CH3:17])[CH3:16]. (8) Given the product [NH:25]1[C:20]([C:19]2[CH:18]=[C:17]([C:16]3[N:11]4[N:10]=[CH:9][C:8]([C:6]([C:2]5[S:1][CH:5]=[CH:4][CH:3]=5)=[O:7])=[C:12]4[N:13]=[CH:14][CH:15]=3)[CH:24]=[CH:23][CH:22]=2)=[N:21][N:27]=[N:26]1, predict the reactants needed to synthesize it. The reactants are: [S:1]1[CH:5]=[CH:4][CH:3]=[C:2]1[C:6]([C:8]1[CH:9]=[N:10][N:11]2[C:16]([C:17]3[CH:18]=[C:19]([CH:22]=[CH:23][CH:24]=3)[C:20]#[N:21])=[CH:15][CH:14]=[N:13][C:12]=12)=[O:7].[N-:25]=[N+:26]=[N-:27].[Na+]. (9) Given the product [Cl:24][C:25]1[C:29]([Cl:30])=[C:28]([CH3:31])[NH:27][C:26]=1[C:32]([NH:34][CH:35]1[CH2:36][CH2:37][N:38]([C:41]2[S:59][C:60]([C:63]([NH2:65])=[O:64])=[CH:43][N:42]=2)[CH2:39][CH2:40]1)=[O:33], predict the reactants needed to synthesize it. The reactants are: C(N(C(C)C)CC)(C)C.C(Cl)CCl.C1C=NC2N(O)N=NC=2C=1.[Cl:24][C:25]1[C:29]([Cl:30])=[C:28]([CH3:31])[NH:27][C:26]=1[C:32]([NH:34][CH:35]1[CH2:40][CH2:39][N:38]([C:41]2C=CN=[C:43](S(C)=O)[N:42]=2)[CH2:37][CH2:36]1)=[O:33].Cl.NC1CCN(C2[S:59][C:60]([C:63]([NH2:65])=[O:64])=CN=2)CC1.